This data is from Buchwald-Hartwig C-N cross coupling reaction yields with 55,370 reactions. The task is: Predict the reaction yield, written as a fraction of the theoretical maximum amount of product (1.0 means a 100% yield; for example, 0.34 means a 34% yield). (1) The reactants are Clc1ccccn1.Cc1ccc(N)cc1.O=S(=O)(O[Pd]1c2ccccc2-c2ccccc2N~1)C(F)(F)F.COc1ccc(OC)c(P(C(C)(C)C)C(C)(C)C)c1-c1c(C(C)C)cc(C(C)C)cc1C(C)C.CN(C)C(=NC(C)(C)C)N(C)C.Fc1cccc(F)c1-c1ccno1. No catalyst specified. The product is Cc1ccc(Nc2ccccn2)cc1. The yield is 0.326. (2) The reactants are FC(F)(F)c1ccc(Cl)cc1.Cc1ccc(N)cc1.O=S(=O)(O[Pd]1c2ccccc2-c2ccccc2N~1)C(F)(F)F.CC(C)c1cc(C(C)C)c(-c2ccccc2P(C2CCCCC2)C2CCCCC2)c(C(C)C)c1.CN1CCCN2CCCN=C12.c1ccc(CN(Cc2ccccc2)c2ccon2)cc1. No catalyst specified. The product is Cc1ccc(Nc2ccc(C(F)(F)F)cc2)cc1. The yield is 0.127. (3) The reactants are COc1ccc(I)cc1.Cc1ccc(N)cc1.O=S(=O)(O[Pd]1c2ccccc2-c2ccccc2N~1)C(F)(F)F.COc1ccc(OC)c(P([C@]23C[C@H]4C[C@H](C[C@H](C4)C2)C3)[C@]23C[C@H]4C[C@H](C[C@H](C4)C2)C3)c1-c1c(C(C)C)cc(C(C)C)cc1C(C)C.CN1CCCN2CCCN=C12.CCOC(=O)c1cc(C)on1. No catalyst specified. The product is COc1ccc(Nc2ccc(C)cc2)cc1. The yield is 0.550. (4) The reactants are CCc1ccc(Br)cc1.Cc1ccc(N)cc1.O=S(=O)(O[Pd]1c2ccccc2-c2ccccc2N~1)C(F)(F)F.COc1ccc(OC)c(P([C@]23C[C@H]4C[C@H](C[C@H](C4)C2)C3)[C@]23C[C@H]4C[C@H](C[C@H](C4)C2)C3)c1-c1c(C(C)C)cc(C(C)C)cc1C(C)C.CN1CCCN2CCCN=C12.Cc1cc(-n2cccc2)no1. No catalyst specified. The product is CCc1ccc(Nc2ccc(C)cc2)cc1. The yield is 0.698. (5) The reactants are Ic1cccnc1.Cc1ccc(N)cc1.O=S(=O)(O[Pd]1c2ccccc2-c2ccccc2N~1)C(F)(F)F.CC(C)c1cc(C(C)C)c(-c2ccccc2P(C2CCCCC2)C2CCCCC2)c(C(C)C)c1.CN(C)C(=NC(C)(C)C)N(C)C.COC(=O)c1ccno1. No catalyst specified. The product is Cc1ccc(Nc2cccnc2)cc1. The yield is 0.0747. (6) The reactants are FC(F)(F)c1ccc(I)cc1.Cc1ccc(N)cc1.O=S(=O)(O[Pd]1c2ccccc2-c2ccccc2N~1)C(F)(F)F.CC(C)c1cc(C(C)C)c(-c2ccccc2P(C2CCCCC2)C2CCCCC2)c(C(C)C)c1.CN(C)C(=NC(C)(C)C)N(C)C.Cc1ccon1. No catalyst specified. The product is Cc1ccc(Nc2ccc(C(F)(F)F)cc2)cc1. The yield is 0.411.